This data is from Full USPTO retrosynthesis dataset with 1.9M reactions from patents (1976-2016). The task is: Predict the reactants needed to synthesize the given product. (1) The reactants are: [CH3:1][C@@H:2]1[O:7][C@@H:6]([O:8][C@@H:9]2[C:14]3=[C:15]([OH:32])[C:16]4[C:28](=[O:29])[C:27]5[C:22](=[CH:23][CH:24]=[CH:25][C:26]=5[O:30][CH3:31])[C:20](=[O:21])[C:17]=4[C:18]([OH:19])=[C:13]3[CH2:12][C@@:11]([OH:37])([C:33]([CH2:35][OH:36])=[O:34])[CH2:10]2)[CH2:5][C@H:4]([NH2:38])[C@H:3]1[OH:39].Cl.C(N(C(C)C)CC)(C)C.ClCCCC(Cl)=O.O. Given the product [CH3:1][C@@H:2]1[O:7][C@@H:6]([O:8][C@@H:9]2[C:14]3=[C:15]([OH:32])[C:16]4[C:28](=[O:29])[C:27]5[C:22](=[CH:23][CH:24]=[CH:25][C:26]=5[O:30][CH3:31])[C:20](=[O:21])[C:17]=4[C:18]([OH:19])=[C:13]3[CH2:12][C@@:11]([OH:37])([C:33]([CH2:35][OH:36])=[O:34])[CH2:10]2)[CH2:5][C@H:4]([NH2:38])[C@H:3]1[OH:39], predict the reactants needed to synthesize it. (2) Given the product [CH2:17]([O:16][C:14](=[O:15])[CH:13]([NH:1][C:2]1[CH:11]=[CH:10][C:9]2[C:4](=[CH:5][CH:6]=[CH:7][CH:8]=2)[CH:3]=1)[CH2:19][CH3:20])[CH3:18], predict the reactants needed to synthesize it. The reactants are: [NH2:1][C:2]1[CH:11]=[CH:10][C:9]2[C:4](=[CH:5][CH:6]=[CH:7][CH:8]=2)[CH:3]=1.Br[CH:13]([CH2:19][CH3:20])[C:14]([O:16][CH2:17][CH3:18])=[O:15]. (3) Given the product [S:32]=[C:18]1[NH:17][C:4]2=[CH:3][C:2](=[O:1])[NH:6][CH:5]2[C:7](=[O:8])[N:19]1[C:20]1[CH:21]=[CH:22][C:23]([O:26][CH2:27][C:28]([F:31])([F:30])[F:29])=[CH:24][CH:25]=1, predict the reactants needed to synthesize it. The reactants are: [O:1]=[C:2]1[NH:6][C:5](C(OCC)=O)([C:7](OCC)=[O:8])[C:4]([NH:17][C:18](=[S:32])[NH:19][C:20]2[CH:25]=[CH:24][C:23]([O:26][CH2:27][C:28]([F:31])([F:30])[F:29])=[CH:22][CH:21]=2)=[CH:3]1.[OH-].[Na+].Cl. (4) Given the product [O:6]=[C:4]([CH3:5])[CH2:3][NH:2][C:24]([C:22]1[S:23][C:16]2[C:17](=[N:18][CH:19]=[CH:20][C:15]=2[Cl:14])[CH:21]=1)=[O:25], predict the reactants needed to synthesize it. The reactants are: Cl.[NH2:2][CH2:3][C:4](=[O:6])[CH3:5].C(N(CC)CC)C.[Cl:14][C:15]1[CH:20]=[CH:19][N:18]=[C:17]2[CH:21]=[C:22]([C:24](Cl)=[O:25])[S:23][C:16]=12. (5) The reactants are: [OH:1][C:2]1[CH:3]=[C:4]([O:16][C:17]2[CH:22]=[CH:21][C:20]([S:23]([CH3:26])(=[O:25])=[O:24])=[CH:19][CH:18]=2)[CH:5]=[C:6]2[C:10]=1[NH:9][C:8]([C:11]([O:13][CH2:14][CH3:15])=[O:12])=[CH:7]2.[O:27]1[CH2:32][CH2:31][CH:30]([CH2:33]O)[CH2:29][CH2:28]1.N(C(N1CCCCC1)=O)=NC(N1CCCCC1)=O.C(P(CCCC)CCCC)CCC. Given the product [CH3:26][S:23]([C:20]1[CH:21]=[CH:22][C:17]([O:16][C:4]2[CH:5]=[C:6]3[C:10](=[C:2]([O:1][CH2:33][CH:30]4[CH2:31][CH2:32][O:27][CH2:28][CH2:29]4)[CH:3]=2)[NH:9][C:8]([C:11]([O:13][CH2:14][CH3:15])=[O:12])=[CH:7]3)=[CH:18][CH:19]=1)(=[O:25])=[O:24], predict the reactants needed to synthesize it. (6) Given the product [N:31]([CH2:2][C:3]1[N:4]=[CH:5][N:6]([C:8]2[CH:16]=[CH:15][C:14]([N:17]3[CH:22]=[CH:21][CH:20]=[CH:19][C:18]3=[O:23])=[CH:13][C:9]=2[C:10]([O:12][CH3:24])=[O:11])[CH:7]=1)=[N+:32]=[N-:33], predict the reactants needed to synthesize it. The reactants are: O[CH2:2][C:3]1[N:4]=[CH:5][N:6]([C:8]2[CH:16]=[CH:15][C:14]([N:17]3[CH:22]=[CH:21][CH:20]=[CH:19][C:18]3=[O:23])=[CH:13][C:9]=2[C:10]([OH:12])=[O:11])[CH:7]=1.[CH3:24][Si](C=[N+]=[N-])(C)C.[N-:31]=[N+:32]=[N-:33].[Na+].C([O-])(O)=O.[Na+]. (7) Given the product [OH:8][C@H:9]1[C@H:10]([OH:28])[C@H:11]([OH:26])[C@H:12]([C:22]([F:24])([F:23])[F:25])[O:13][C@H:14]1[CH2:15][P:16](=[O:21])([O:17][CH3:18])[O:19][CH3:20], predict the reactants needed to synthesize it. The reactants are: [Si]([O:8][C@@H:9]1[C@H:14]([CH2:15][P:16](=[O:21])([O:19][CH3:20])[O:17][CH3:18])[O:13][C@@H:12]([C:22]([F:25])([F:24])[F:23])[C@H:11]2[O:26]C(C)(C)[O:28][C@@H:10]12)(C(C)(C)C)(C)C.C(O)(C(F)(F)F)=O.O. (8) Given the product [N:1]1([CH:6]2[CH2:10][CH2:9][C:8](=[N:13][OH:14])[CH2:7]2)[CH:5]=[CH:4][N:3]=[CH:2]1, predict the reactants needed to synthesize it. The reactants are: [N:1]1([CH:6]2[CH2:10][CH2:9][C:8](=O)[CH2:7]2)[CH:5]=[CH:4][N:3]=[CH:2]1.Cl.[NH2:13][OH:14]. (9) Given the product [C:15]([C:2]1[CH:10]=[CH:9][C:5]([C:6]([OH:8])=[O:7])=[CH:4][C:3]=1[N+:11]([O-:13])=[O:12])#[N:14], predict the reactants needed to synthesize it. The reactants are: Cl[C:2]1[CH:10]=[CH:9][C:5]([C:6]([OH:8])=[O:7])=[CH:4][C:3]=1[N+:11]([O-:13])=[O:12].[N:14]1C2C(=CC=CC=2)C=C[CH:15]=1.